From a dataset of Forward reaction prediction with 1.9M reactions from USPTO patents (1976-2016). Predict the product of the given reaction. (1) Given the reactants [Cl-].COC1N=C(OC)N=C([N+]2(C)CCOCC2)N=1.[C:19]([O:23][C:24]([N:26]1[C@H:30]([C:31]([OH:33])=O)[CH2:29][S:28][CH2:27]1)=[O:25])([CH3:22])([CH3:21])[CH3:20].[NH2:34][CH2:35][CH2:36][CH2:37][CH2:38][C@H:39]([NH:43][C:44]([O:46][C:47]([CH3:50])([CH3:49])[CH3:48])=[O:45])[C:40]([OH:42])=[O:41], predict the reaction product. The product is: [C:47]([O:46][C:44]([NH:43][C@@H:39]([CH2:38][CH2:37][CH2:36][CH2:35][NH:34][C:31]([C@@H:30]1[CH2:29][S:28][CH2:27][N:26]1[C:24]([O:23][C:19]([CH3:20])([CH3:21])[CH3:22])=[O:25])=[O:33])[C:40]([OH:42])=[O:41])=[O:45])([CH3:50])([CH3:49])[CH3:48]. (2) Given the reactants [CH:1]1([NH:4][C:5](=[O:22])[C:6]2[CH:11]=[C:10]([CH2:12][CH2:13][CH2:14][O:15][CH3:16])[CH:9]=[C:8]([CH2:17][CH2:18][CH2:19][O:20][CH3:21])[CH:7]=2)[CH2:3][CH2:2]1.CN(CCN(C)C)C.C([Li])(C)(C)C.[Br:36]C(F)(F)C(F)(F)Br, predict the reaction product. The product is: [Br:36][C:7]1[C:8]([CH2:17][CH2:18][CH2:19][O:20][CH3:21])=[CH:9][C:10]([CH2:12][CH2:13][CH2:14][O:15][CH3:16])=[CH:11][C:6]=1[C:5]([NH:4][CH:1]1[CH2:3][CH2:2]1)=[O:22]. (3) Given the reactants [S:1]1[CH:5]=[CH:4][CH:3]=[C:2]1[C:6]1[S:10][CH:9]=[N:8][CH:7]=1.C([Li])CCC.C([Sn](Cl)(CCCC)CCCC)CCC.C1(C)C(C([O:38][C@@H:39]2[C@@H:43]([CH2:44][O:45]C(C3C(C)=CC=CC=3)=O)[O:42][C@@H:41]([N:55]3[C:59]4=[N:60][CH:61]=[CH:62][C:63](I)=[C:58]4[CH:57]=[CH:56]3)[CH2:40]2)=O)=CC=CC=1, predict the reaction product. The product is: [C@@H:41]1([N:55]2[C:59]3=[N:60][CH:61]=[CH:62][C:63]([C:9]4[S:10][C:6]([C:2]5[S:1][CH:5]=[CH:4][CH:3]=5)=[CH:7][N:8]=4)=[C:58]3[CH:57]=[CH:56]2)[O:42][C@H:43]([CH2:44][OH:45])[C@@H:39]([OH:38])[CH2:40]1. (4) Given the reactants [NH2:1][CH2:2][C:3]1[C:4]([C:8]2[N:12]([C:13]3[CH:18]=[CH:17][C:16]([F:19])=[C:15]([Cl:20])[CH:14]=3)[C:11](=[O:21])[O:10][N:9]=2)=[N:5][O:6][N:7]=1.CCN(C(C)C)C(C)C.[Cl:31][CH2:32][CH2:33][CH2:34][S:35](Cl)(=[O:37])=[O:36], predict the reaction product. The product is: [Cl:31][CH2:32][CH2:33][CH2:34][S:35]([NH:1][CH2:2][C:3]1[C:4]([C:8]2[N:12]([C:13]3[CH:18]=[CH:17][C:16]([F:19])=[C:15]([Cl:20])[CH:14]=3)[C:11](=[O:21])[O:10][N:9]=2)=[N:5][O:6][N:7]=1)(=[O:37])=[O:36]. (5) Given the reactants [CH3:1][O:2][C:3]1[N:4]=[C:5]2[C:10](=[CH:11][CH:12]=1)[N:9]=[CH:8][CH:7]=[C:6]2[N:13]1[CH:21]=[C:20]2[C:15]([CH2:16][CH2:17][CH:18]([NH:22][CH2:23][C:24]3[CH:25]=[CH:26][C:27]4[S:32][CH2:31][C:30](=[O:33])[NH:29][C:28]=4[CH:34]=3)[CH2:19]2)=[N:14]1.ClC(Cl)C.[CH:39](=O)[C:40]1[CH:45]=[CH:44][CH:43]=[CH:42][CH:41]=1.[BH-](OC(C)=O)(OC(C)=O)OC(C)=O.[Na+].[BH4-].[Na+], predict the reaction product. The product is: [CH2:39]([N:22]([CH2:23][C:24]1[CH:25]=[CH:26][C:27]2[S:32][CH2:31][C:30](=[O:33])[NH:29][C:28]=2[CH:34]=1)[CH:18]1[CH2:17][CH2:16][C:15]2[C:20](=[CH:21][N:13]([C:6]3[C:5]4[C:10](=[CH:11][CH:12]=[C:3]([O:2][CH3:1])[N:4]=4)[N:9]=[CH:8][CH:7]=3)[N:14]=2)[CH2:19]1)[C:40]1[CH:45]=[CH:44][CH:43]=[CH:42][CH:41]=1. (6) Given the reactants [CH3:1][O:2][C:3]1[CH:4]=[C:5]([C:15]2[C:19]3[CH2:20][CH2:21][CH2:22][CH:23]([OH:24])[C:18]=3[O:17][N:16]=2)[CH:6]=[CH:7][C:8]=1[N:9]1[CH:13]=[C:12]([CH3:14])[N:11]=[CH:10]1.[F:25][C:26]1[CH:31]=[CH:30][C:29](O)=[CH:28][CH:27]=1.C1C=CC(P(C2C=CC=CC=2)C2C=CC=CC=2)=CC=1.CCOC(/N=N/C(OCC)=O)=O, predict the reaction product. The product is: [F:25][C:26]1[CH:31]=[CH:30][C:29]([O:24][CH:23]2[C:18]3[O:17][N:16]=[C:15]([C:5]4[CH:6]=[CH:7][C:8]([N:9]5[CH:13]=[C:12]([CH3:14])[N:11]=[CH:10]5)=[C:3]([O:2][CH3:1])[CH:4]=4)[C:19]=3[CH2:20][CH2:21][CH2:22]2)=[CH:28][CH:27]=1. (7) Given the reactants [NH2:1][C:2]1[N:7]=[C:6]([N:8]2[CH2:13][CH2:12][CH2:11][C@@H:10]([C:14]([N:16]([CH3:18])[CH3:17])=[O:15])[CH2:9]2)[CH:5]=[CH:4][C:3]=1[N+:19]([O-:21])=[O:20].N1C[CH2:26][O:25][CH2:24]C1.C(#N)C, predict the reaction product. The product is: [NH2:1][C:2]1[N:7]=[C:6]([N:8]2[CH2:13][CH2:12][CH2:11][C@@H:10]([C:14]([N:16]3[CH2:18][CH2:26][O:25][CH2:24][CH2:17]3)=[O:15])[CH2:9]2)[CH:5]=[CH:4][C:3]=1[N+:19]([O-:21])=[O:20].